From a dataset of Reaction yield outcomes from USPTO patents with 853,638 reactions. Predict the reaction yield, written as a fraction of the theoretical maximum amount of product (1.0 means a 100% yield; for example, 0.34 means a 34% yield). (1) The reactants are [NH2:1][C:2]1[C:11](I)=[CH:10][C:5]([C:6]([O:8][CH3:9])=[O:7])=[CH:4][N:3]=1.[C:13]([C:15]1[CH:16]=[C:17]([NH:21][C:22]([C:24]2[N:28]([CH3:29])[N:27]=[C:26]([CH3:30])[CH:25]=2)=[O:23])[CH:18]=[CH:19][CH:20]=1)#[CH:14].C(N(CC)CC)C. The catalyst is CN(C=O)C.Cl[Pd](Cl)([P](C1C=CC=CC=1)(C1C=CC=CC=1)C1C=CC=CC=1)[P](C1C=CC=CC=1)(C1C=CC=CC=1)C1C=CC=CC=1.[Cu]I.C1(P(C2C=CC=CC=2)C2C=CC=CC=2)C=CC=CC=1. The product is [NH2:1][C:2]1[C:11]([C:14]#[C:13][C:15]2[CH:20]=[CH:19][CH:18]=[C:17]([NH:21][C:22]([C:24]3[N:28]([CH3:29])[N:27]=[C:26]([CH3:30])[CH:25]=3)=[O:23])[CH:16]=2)=[CH:10][C:5]([C:6]([O:8][CH3:9])=[O:7])=[CH:4][N:3]=1. The yield is 0.780. (2) The yield is 0.990. The catalyst is CN(C=O)C.CCOC(C)=O. The product is [CH3:70][O:69][C:67](=[O:68])[C@@H:63]([NH:62][C:24](=[O:26])[C:23]1[CH:27]=[CH:28][C:20]([CH:17]2[CH2:18][CH2:19][N:14]([C:11]3[CH:12]=[CH:13][C:8]([CH2:7][N:1]4[CH2:2][CH2:3][O:4][CH2:5][CH2:6]4)=[CH:9][CH:10]=3)[CH2:15][CH2:16]2)=[CH:21][CH:22]=1)[C@H:64]([OH:65])[CH3:66]. The reactants are [N:1]1([CH2:7][C:8]2[CH:13]=[CH:12][C:11]([N:14]3[CH2:19][CH2:18][CH:17]([C:20]4[CH:28]=[CH:27][C:23]([C:24]([OH:26])=O)=[CH:22][CH:21]=4)[CH2:16][CH2:15]3)=[CH:10][CH:9]=2)[CH2:6][CH2:5][O:4][CH2:3][CH2:2]1.CN(C(ON1N=NC2C=CC=NC1=2)=[N+](C)C)C.F[P-](F)(F)(F)(F)F.CCN(C(C)C)C(C)C.[NH2:62][C@H:63]([C:67]([O:69][CH3:70])=[O:68])[C@@H:64]([CH3:66])[OH:65].Cl. (3) The reactants are [F:1][CH:2]1[C:6](=O)[N:5]([C@@H:8]([C:10]2[CH:15]=[CH:14][CH:13]=[CH:12][CH:11]=2)[CH3:9])[CH2:4][C@@:3]1([CH3:23])[C:16]([O:18][C:19]([CH3:22])([CH3:21])[CH3:20])=[O:17].B. The catalyst is O1CCCC1. The product is [F:1][CH:2]1[CH2:6][N:5]([C@@H:8]([C:10]2[CH:11]=[CH:12][CH:13]=[CH:14][CH:15]=2)[CH3:9])[CH2:4][C@@:3]1([CH3:23])[C:16]([O:18][C:19]([CH3:22])([CH3:21])[CH3:20])=[O:17]. The yield is 0.870.